Dataset: Full USPTO retrosynthesis dataset with 1.9M reactions from patents (1976-2016). Task: Predict the reactants needed to synthesize the given product. (1) Given the product [C:16]1([C@H:22]([NH:24][CH2:14][C:12]2[S:13][C:9]([C:8]#[C:7][C:1]3[CH:6]=[CH:5][CH:4]=[CH:3][CH:2]=3)=[CH:10][CH:11]=2)[CH3:23])[CH:21]=[CH:20][CH:19]=[CH:18][CH:17]=1, predict the reactants needed to synthesize it. The reactants are: [C:1]1([C:7]#[C:8][C:9]2[S:13][C:12]([CH:14]=O)=[CH:11][CH:10]=2)[CH:6]=[CH:5][CH:4]=[CH:3][CH:2]=1.[C:16]1([C@H:22]([NH2:24])[CH3:23])[CH:21]=[CH:20][CH:19]=[CH:18][CH:17]=1. (2) Given the product [Br:1][C:2]1[CH:14]=[CH:13][C:5]([O:6][C:7]([CH3:12])([CH3:11])[C:8]([N:19]2[CH2:20][CH2:21][N:16]([CH3:15])[CH2:17][CH2:18]2)=[O:9])=[CH:4][CH:3]=1.[ClH:10].[Br:1][C:2]1[CH:14]=[CH:13][C:5]([O:6][C:7]([CH3:12])([CH3:11])[C:8]([N:19]2[CH2:20][CH2:21][N:16]([CH3:15])[CH2:17][CH2:18]2)=[O:9])=[CH:4][CH:3]=1, predict the reactants needed to synthesize it. The reactants are: [Br:1][C:2]1[CH:14]=[CH:13][C:5]([O:6][C:7]([CH3:12])([CH3:11])[C:8]([Cl:10])=[O:9])=[CH:4][CH:3]=1.[CH3:15][N:16]1[CH2:21][CH2:20][NH:19][CH2:18][CH2:17]1.Cl. (3) Given the product [F:48][C:47]([F:50])([F:49])[C:45]([OH:51])=[O:46].[F:48][C:47]([F:50])([F:49])[C:45]([OH:51])=[O:46].[F:8][C:4]1[CH:5]=[CH:6][CH:7]=[C:2]([F:1])[C:3]=1[C:9]1[CH:10]=[CH:11][C:12]2[N:13]([C:15]([NH:18][C:19]3[CH:20]=[N:21][CH:22]=[CH:23][C:24]=3[C:25]3[CH2:30][CH2:29][NH:28][CH2:27][CH:26]=3)=[N:16][CH:17]=2)[N:14]=1, predict the reactants needed to synthesize it. The reactants are: [F:1][C:2]1[CH:7]=[CH:6][CH:5]=[C:4]([F:8])[C:3]=1[C:9]1[CH:10]=[CH:11][C:12]2[N:13]([C:15]([NH:18][C:19]3[CH:20]=[N:21][CH:22]=[CH:23][C:24]=3[C:25]3[CH2:30][CH2:29][N:28](C(OC(C)(C)C)=O)[CH2:27][CH:26]=3)=[N:16][CH:17]=2)[N:14]=1.C([SiH](CC)CC)C.[C:45]([OH:51])([C:47]([F:50])([F:49])[F:48])=[O:46].N#N. (4) Given the product [CH2:1]([O:3][C:4](=[O:14])[C:5]1[CH:10]=[C:9]([CH3:11])[N:8]=[C:7]([CH2:12][CH3:13])[CH:6]=1)[CH3:2], predict the reactants needed to synthesize it. The reactants are: [CH2:1]([O:3][C:4](=[O:14])[C:5]1[CH:10]=[C:9]([CH3:11])[N:8]=[C:7]([CH:12]=[CH2:13])[CH:6]=1)[CH3:2]. (5) Given the product [O:34]1[CH:35]=[CH:36][CH:37]=[C:33]1[C:2]1[C:3](=[O:25])[N:4]([CH2:17][CH2:18][C:19]2[CH:24]=[CH:23][CH:22]=[CH:21][CH:20]=2)[C:5]([C:9]2[CH:14]=[CH:13][CH:12]=[CH:11][C:10]=2[O:15][CH3:16])=[N:6][C:7]=1[CH3:8], predict the reactants needed to synthesize it. The reactants are: Cl[C:2]1[C:3](=[O:25])[N:4]([CH2:17][CH2:18][C:19]2[CH:24]=[CH:23][CH:22]=[CH:21][CH:20]=2)[C:5]([C:9]2[CH:14]=[CH:13][CH:12]=[CH:11][C:10]=2[O:15][CH3:16])=[N:6][C:7]=1[CH3:8].[F-].[Cs+].C([Sn](CCCC)(CCCC)[C:33]1[O:34][CH:35]=[CH:36][CH:37]=1)CCC. (6) Given the product [F:3][C:4]([F:18])([CH3:17])[CH2:5][CH2:6][CH2:7][CH2:8][C:9]1[O:10][CH:11]=[C:12]([C:14]([N:19]=[N+:20]=[N-:21])=[O:15])[N:13]=1, predict the reactants needed to synthesize it. The reactants are: N#N.[F:3][C:4]([F:18])([CH3:17])[CH2:5][CH2:6][CH2:7][CH2:8][C:9]1[O:10][CH:11]=[C:12]([C:14](Cl)=[O:15])[N:13]=1.[N-:19]=[N+:20]=[N-:21].[Na+]. (7) The reactants are: CCN=C=NCCCN(C)C.[Cl:12][C:13]1[CH:14]=[C:15](/[CH:33]=[C:34](\[F:38])/[C:35](O)=[O:36])[CH:16]=[N:17][C:18]=1[NH:19][C@@H:20]1[CH2:25][CH2:24][CH2:23][N:22]([CH2:26][CH:27]2[CH2:32][CH2:31][CH2:30][CH2:29][CH2:28]2)[CH2:21]1.[O:39]1[CH2:44][CH2:43][CH2:42][CH2:41][CH:40]1[O:45][NH2:46].C1C=CC2N(O)N=NC=2C=1.C([O-])(O)=O.[Na+]. Given the product [Cl:12][C:13]1[CH:14]=[C:15](/[CH:33]=[C:34](\[F:38])/[C:35]([NH:46][O:45][CH:40]2[CH2:41][CH2:42][CH2:43][CH2:44][O:39]2)=[O:36])[CH:16]=[N:17][C:18]=1[NH:19][C@@H:20]1[CH2:25][CH2:24][CH2:23][N:22]([CH2:26][CH:27]2[CH2:28][CH2:29][CH2:30][CH2:31][CH2:32]2)[CH2:21]1, predict the reactants needed to synthesize it.